Dataset: Forward reaction prediction with 1.9M reactions from USPTO patents (1976-2016). Task: Predict the product of the given reaction. (1) Given the reactants [F:1][C:2]1[CH:3]=[C:4]([CH:29]=[C:30]([N:32]2[CH2:37][CH2:36][CH2:35][CH2:34][CH2:33]2)[CH:31]=1)[C:5]([NH:7][C:8]1[C:17]2[C:12](=[CH:13][CH:14]=[CH:15][CH:16]=2)[C:11]([O:18][C:19]2[CH:24]=[CH:23][N:22]=[C:21](S(C)(=O)=O)[N:20]=2)=[CH:10][CH:9]=1)=[O:6].[CH:38]([NH:41][CH3:42])([CH3:40])[CH3:39], predict the reaction product. The product is: [F:1][C:2]1[CH:3]=[C:4]([CH:29]=[C:30]([N:32]2[CH2:37][CH2:36][CH2:35][CH2:34][CH2:33]2)[CH:31]=1)[C:5]([NH:7][C:8]1[C:17]2[C:12](=[CH:13][CH:14]=[CH:15][CH:16]=2)[C:11]([O:18][C:19]2[CH:24]=[CH:23][N:22]=[C:21]([N:41]([CH:38]([CH3:40])[CH3:39])[CH3:42])[N:20]=2)=[CH:10][CH:9]=1)=[O:6]. (2) The product is: [C:1]([O:5][C:6](=[O:24])[NH:7][CH2:8][C@@H:9]1[O:23][C:25](=[O:27])[N:11]([C:12]2[CH:13]=[C:14]3[C:18](=[CH:19][CH:20]=2)[N:17]([CH3:21])[C:16](=[O:22])[CH2:15]3)[CH2:10]1)([CH3:4])([CH3:2])[CH3:3]. Given the reactants [C:1]([O:5][C:6](=[O:24])[NH:7][CH2:8][C@H:9]([OH:23])[CH2:10][NH:11][C:12]1[CH:13]=[C:14]2[C:18](=[CH:19][CH:20]=1)[N:17]([CH3:21])[C:16](=[O:22])[CH2:15]2)([CH3:4])([CH3:3])[CH3:2].[C:25](OCC)(=[O:27])C, predict the reaction product. (3) Given the reactants Cl[C:2]1[CH:7]=[CH:6][N:5]=[C:4]([C:8]2([F:36])[CH2:13][CH2:12][N:11]([CH2:14][C:15]3[C:24]4[C:19](=[C:20]([F:25])[CH:21]=[CH:22][CH:23]=4)[N:18]=[C:17]([C:26]([NH:28][C@H:29]4[CH2:34][CH2:33][CH2:32][CH2:31][C@@H:30]4[OH:35])=[O:27])[CH:16]=3)[CH2:10][CH2:9]2)[CH:3]=1.[CH3:37][Zn]C, predict the reaction product. The product is: [F:25][C:20]1[CH:21]=[CH:22][CH:23]=[C:24]2[C:19]=1[N:18]=[C:17]([C:26]([NH:28][C@H:29]1[CH2:34][CH2:33][CH2:32][CH2:31][C@@H:30]1[OH:35])=[O:27])[CH:16]=[C:15]2[CH2:14][N:11]1[CH2:12][CH2:13][C:8]([F:36])([C:4]2[CH:3]=[C:2]([CH3:37])[CH:7]=[CH:6][N:5]=2)[CH2:9][CH2:10]1. (4) Given the reactants Br[C:2]1[CH:3]=[C:4]([CH3:32])[C:5]([O:30][CH3:31])=[C:6]([CH:29]=1)[CH2:7][O:8][CH2:9][C:10]1([C:23]2[CH:28]=[CH:27][CH:26]=[CH:25][CH:24]=2)[CH2:15][CH2:14][N:13](C(OC(C)(C)C)=O)[CH2:12][CH2:11]1.[C:33]([C:35]1[CH:40]=[CH:39][C:38](B(O)O)=[CH:37][CH:36]=1)#[N:34], predict the reaction product. The product is: [CH3:31][O:30][C:5]1[C:6]([CH2:7][O:8][CH2:9][C:10]2([C:23]3[CH:24]=[CH:25][CH:26]=[CH:27][CH:28]=3)[CH2:11][CH2:12][NH:13][CH2:14][CH2:15]2)=[CH:29][C:2]([C:38]2[CH:39]=[CH:40][C:35]([C:33]#[N:34])=[CH:36][CH:37]=2)=[CH:3][C:4]=1[CH3:32].